This data is from Peptide-MHC class II binding affinity with 134,281 pairs from IEDB. The task is: Regression. Given a peptide amino acid sequence and an MHC pseudo amino acid sequence, predict their binding affinity value. This is MHC class II binding data. (1) The peptide sequence is EKKYFAARQFEPLAA. The MHC is HLA-DPA10201-DPB11401 with pseudo-sequence HLA-DPA10201-DPB11401. The binding affinity (normalized) is 0.429. (2) The peptide sequence is GFGMLLRKYGIAAENVIDVK. The MHC is HLA-DQA10401-DQB10402 with pseudo-sequence HLA-DQA10401-DQB10402. The binding affinity (normalized) is 0.261. (3) The peptide sequence is RTEQKDFDGRSEFAY. The MHC is HLA-DPA10103-DPB10401 with pseudo-sequence HLA-DPA10103-DPB10401. The binding affinity (normalized) is 0.173. (4) The peptide sequence is VFIPNYNVSVAEVLI. The MHC is HLA-DPA10201-DPB11401 with pseudo-sequence HLA-DPA10201-DPB11401. The binding affinity (normalized) is 0.375. (5) The binding affinity (normalized) is 0.316. The MHC is HLA-DQA10501-DQB10402 with pseudo-sequence HLA-DQA10501-DQB10402. The peptide sequence is GTKTPVSPGEMRLRD. (6) The peptide sequence is YDKLLANVSTVLTGK. The MHC is DRB3_0202 with pseudo-sequence DRB3_0202. The binding affinity (normalized) is 0.851. (7) The peptide sequence is GEEETSFFKSLEEKV. The MHC is DRB1_0101 with pseudo-sequence DRB1_0101. The binding affinity (normalized) is 0.313. (8) The peptide sequence is TSLLISWGHYPLHLR. The MHC is HLA-DQA10102-DQB10602 with pseudo-sequence HLA-DQA10102-DQB10602. The binding affinity (normalized) is 0.242.